From a dataset of Forward reaction prediction with 1.9M reactions from USPTO patents (1976-2016). Predict the product of the given reaction. (1) Given the reactants [N+:1]([C:4]1[CH:5]=[C:6]2[C:10](=[CH:11][CH:12]=1)[NH:9][CH2:8][CH2:7]2)([O-:3])=[O:2].C([O-])([O-])=O.[K+].[K+].Br[CH2:20][C:21]([O:23][CH2:24][C:25]1[CH:30]=[CH:29][CH:28]=[CH:27][CH:26]=1)=[O:22], predict the reaction product. The product is: [N+:1]([C:4]1[CH:5]=[C:6]2[C:10](=[CH:11][CH:12]=1)[N:9]([CH2:20][C:21]([O:23][CH2:24][C:25]1[CH:30]=[CH:29][CH:28]=[CH:27][CH:26]=1)=[O:22])[CH2:8][CH2:7]2)([O-:3])=[O:2]. (2) Given the reactants [Br:1][C:2]1[CH:7]=[CH:6][C:5]([C:8]2[N:12]([CH2:13][C@@H:14]3[CH2:18][CH2:17][N:16]([C:19]([CH:21]4[CH2:23][CH2:22]4)=[O:20])[CH2:15]3)[C:11](=[O:24])[C:10]3([CH2:29][CH2:28][NH:27][CH2:26][CH2:25]3)[N:9]=2)=[CH:4][CH:3]=1.CCN(CC)CC.[C:37](Cl)(=[O:39])[CH3:38], predict the reaction product. The product is: [C:37]([N:27]1[CH2:26][CH2:25][C:10]2([N:9]=[C:8]([C:5]3[CH:4]=[CH:3][C:2]([Br:1])=[CH:7][CH:6]=3)[N:12]([CH2:13][C@@H:14]3[CH2:18][CH2:17][N:16]([C:19]([CH:21]4[CH2:23][CH2:22]4)=[O:20])[CH2:15]3)[C:11]2=[O:24])[CH2:29][CH2:28]1)(=[O:39])[CH3:38]. (3) Given the reactants [C:1]([N:6]1[C@H:10]([C:11]2[CH:16]=[CH:15][CH:14]=[CH:13][CH:12]=2)[CH2:9][O:8][C:7]1=[O:17])(=[O:5])[C:2]([CH3:4])=[CH2:3].[C:18](O)(C(F)(F)F)=O.[CH2:25]([N:32](C[Si](C)(C)C)[CH2:33]OC)[C:26]1[CH:31]=[CH:30][CH:29]=[CH:28][CH:27]=1, predict the reaction product. The product is: [CH2:25]([N:32]1[CH2:33][CH2:4][C@:2]([CH3:18])([C:1]([N:6]2[C@H:10]([C:11]3[CH:12]=[CH:13][CH:14]=[CH:15][CH:16]=3)[CH2:9][O:8][C:7]2=[O:17])=[O:5])[CH2:3]1)[C:26]1[CH:31]=[CH:30][CH:29]=[CH:28][CH:27]=1. (4) The product is: [NH2:19][C:16]1[O:17][CH2:18][C:14]2([C:4]3[CH:3]=[C:2]([C:27]4[CH:28]=[C:23]([CH:24]=[CH:25][CH:26]=4)[C:21]#[N:22])[CH:7]=[CH:6][C:5]=3[O:8][C:9]3([CH3:20])[CH2:13][CH2:12][O:11][CH:10]23)[N:15]=1. Given the reactants Br[C:2]1[CH:7]=[CH:6][C:5]2[O:8][C:9]3([CH3:20])[CH2:13][CH2:12][O:11][CH:10]3[C:14]3([CH2:18][O:17][C:16]([NH2:19])=[N:15]3)[C:4]=2[CH:3]=1.[C:21]([C:23]1[CH:24]=[C:25](B(O)O)[CH:26]=[CH:27][CH:28]=1)#[N:22].C([O-])([O-])=O.[Na+].[Na+].O1CCOCC1.O, predict the reaction product. (5) Given the reactants [C:1]([O:5][C:6]([NH:8][C@@H:9]([CH2:13][CH:14]1[CH2:16][CH2:15]1)[C:10](O)=[O:11])=[O:7])([CH3:4])([CH3:3])[CH3:2], predict the reaction product. The product is: [C:1]([O:5][C:6](=[O:7])[NH:8][C@H:9]([CH2:10][OH:11])[CH2:13][CH:14]1[CH2:15][CH2:16]1)([CH3:2])([CH3:4])[CH3:3].